This data is from Forward reaction prediction with 1.9M reactions from USPTO patents (1976-2016). The task is: Predict the product of the given reaction. (1) The product is: [F:38][C@H:39]1[CH2:40][C@H:41]([C:44]([OH:46])=[O:45])[CH:3]([C:1](=[O:2])[NH:13][C:14]2[C:29]([F:30])=[CH:28][C:17]3[O:18][C:19]([F:26])([F:27])[C:20](=[O:25])[N:21]([CH2:22][C:23]#[CH:24])[C:16]=3[CH:15]=2)[CH2:43]1. Given the reactants [C:1](C1NC=CN=1)([C:3]1NC=CN=1)=[O:2].[NH2:13][C:14]1[C:29]([F:30])=[CH:28][C:17]2[O:18][C:19]([F:27])([F:26])[C:20](=[O:25])[N:21]([CH2:22][C:23]#[CH:24])[C:16]=2[CH:15]=1.C(N(CC)CC)C.[F:38][C@@H:39]1[CH2:43]N[C@@H:41]([C:44]([OH:46])=[O:45])[CH2:40]1.Cl, predict the reaction product. (2) The product is: [Cl:18][C:17]1[CH:16]=[CH:15][CH:14]=[C:13]([Cl:19])[C:12]=1[C:8]1[C:7]2[O:21][C@@H:3]([CH2:2][OH:26])[CH2:4][O:5][C:6]=2[CH:11]=[CH:10][CH:9]=1. Given the reactants Br[CH2:2][C@@H:3]([OH:21])[CH2:4][O:5][C:6]1[CH:11]=[CH:10][CH:9]=[C:8]([C:12]2[C:17]([Cl:18])=[CH:16][CH:15]=[CH:14][C:13]=2[Cl:19])[C:7]=1O.BrC[C@@H](OC(=O)C)C[O:26]C1C(O)=C(C2C(Cl)=CC=CC=2Cl)C=C(F)C=1.[OH-].[Na+], predict the reaction product. (3) Given the reactants [OH:1][C:2]1[CH:7]=[CH:6][C:5]([SH:8])=[CH:4][CH:3]=1.C(=O)([O-])[O-].[K+].[K+].Br[CH2:16][CH2:17][CH2:18][CH2:19][CH2:20][CH2:21][CH2:22][C:23]([O:25]CC)=[O:24], predict the reaction product. The product is: [OH:1][C:2]1[CH:7]=[CH:6][C:5]([S:8][CH2:16][CH2:17][CH2:18][CH2:19][CH2:20][CH2:21][CH2:22][C:23]([OH:25])=[O:24])=[CH:4][CH:3]=1. (4) Given the reactants Br.Br[CH2:3][C:4]1[S:8][CH:7]=[N:6][C:5]=1[CH3:9].[SH:10][C:11]1[N:16]=[C:15]([OH:17])[CH:14]=[C:13]([C:18]([F:21])([F:20])[F:19])[N:12]=1.C(N(CC)CC)C, predict the reaction product. The product is: [CH3:9][C:5]1[N:6]=[CH:7][S:8][C:4]=1[CH2:3][S:10][C:11]1[N:16]=[C:15]([OH:17])[CH:14]=[C:13]([C:18]([F:21])([F:19])[F:20])[N:12]=1. (5) Given the reactants [CH3:1][O:2][C:3]1[N:8]=[N:7][C:6]([C:9]([C:11]2[CH:12]=[N:13][CH:14]=[CH:15][CH:16]=2)=[O:10])=[CH:5][CH:4]=1.[H][H], predict the reaction product. The product is: [CH3:1][O:2][C:3]1[N:8]=[N:7][C:6]([CH:9]([CH:11]2[CH2:16][CH2:15][CH2:14][NH:13][CH2:12]2)[OH:10])=[CH:5][CH:4]=1. (6) Given the reactants [F:1][C:2]1[CH:3]=[C:4]([CH:35]=[C:36]([F:38])[CH:37]=1)[C:5]([C:7]1[CH:8]=[C:9]2[C:13](=[CH:14][CH:15]=1)[NH:12][N:11]=[C:10]2[NH:16][C:17](=[O:34])[C:18]1[CH:23]=[CH:22][C:21]([N:24]2[CH2:29][CH2:28][N:27]([CH3:30])[CH2:26][CH2:25]2)=[CH:20][C:19]=1[N+:31]([O-:33])=[O:32])=O.[BH4-].[Na+], predict the reaction product. The product is: [F:38][C:36]1[CH:35]=[C:4]([CH:3]=[C:2]([F:1])[CH:37]=1)[CH2:5][C:7]1[CH:8]=[C:9]2[C:13](=[CH:14][CH:15]=1)[NH:12][N:11]=[C:10]2[NH:16][C:17](=[O:34])[C:18]1[CH:23]=[CH:22][C:21]([N:24]2[CH2:25][CH2:26][N:27]([CH3:30])[CH2:28][CH2:29]2)=[CH:20][C:19]=1[N+:31]([O-:33])=[O:32].